Dataset: Full USPTO retrosynthesis dataset with 1.9M reactions from patents (1976-2016). Task: Predict the reactants needed to synthesize the given product. Given the product [F:7][C:8]1[CH:9]=[CH:10][C:11]([CH:12]([OH:13])[C:14]2[CH:15]=[C:16]([CH:36]=[CH:37][C:38]=2[OH:39])[CH2:17][N:18]2[C:26]3[C:21](=[C:22]([NH:28][C:29](=[O:35])[C:30]([O:32][CH2:33][CH3:34])=[O:31])[CH:23]=[CH:24][C:25]=3[CH3:27])[CH:20]=[CH:19]2)=[CH:40][CH:41]=1, predict the reactants needed to synthesize it. The reactants are: [BH4-].[Na+].C(O)(=O)C.[F:7][C:8]1[CH:41]=[CH:40][C:11]([C:12]([C:14]2[CH:15]=[C:16]([CH:36]=[CH:37][C:38]=2[OH:39])[CH2:17][N:18]2[C:26]3[C:21](=[C:22]([NH:28][C:29](=[O:35])[C:30]([O:32][CH2:33][CH3:34])=[O:31])[CH:23]=[CH:24][C:25]=3[CH3:27])[CH:20]=[CH:19]2)=[O:13])=[CH:10][CH:9]=1.C(=O)(O)[O-].[Na+].